From a dataset of Reaction yield outcomes from USPTO patents with 853,638 reactions. Predict the reaction yield, written as a fraction of the theoretical maximum amount of product (1.0 means a 100% yield; for example, 0.34 means a 34% yield). (1) The reactants are [Cl:1][C:2]1[CH:3]=[C:4]([NH:9][CH:10]([C:12]2[CH:13]=[C:14]([C:29]([OH:31])=O)[CH:15]=[C:16]3[C:21]=2[O:20][C:19]([N:22]2[CH2:27][CH2:26][O:25][CH2:24][CH2:23]2)=[CH:18][C:17]3=[O:28])[CH3:11])[CH:5]=[CH:6][C:7]=1[F:8].[CH3:32][NH:33][CH2:34][CH2:35][OH:36]. No catalyst specified. The product is [Cl:1][C:2]1[CH:3]=[C:4]([NH:9][CH:10]([C:12]2[CH:13]=[C:14]([C:29]([N:33]([CH2:34][CH2:35][OH:36])[CH3:32])=[O:31])[CH:15]=[C:16]3[C:21]=2[O:20][C:19]([N:22]2[CH2:27][CH2:26][O:25][CH2:24][CH2:23]2)=[CH:18][C:17]3=[O:28])[CH3:11])[CH:5]=[CH:6][C:7]=1[F:8]. The yield is 0.682. (2) The reactants are [Br:1][C:2]1[N:7]=[C:6]([NH:8]C(=O)OC)[CH:5]=[CH:4][C:3]=1[Cl:13].[OH-].[K+]. The catalyst is CO.O. The product is [Br:1][C:2]1[N:7]=[C:6]([NH2:8])[CH:5]=[CH:4][C:3]=1[Cl:13]. The yield is 0.810. (3) The reactants are [C:1]([C:5]1[N:9]([CH2:10][CH:11]2[CH2:16][CH2:15][C:14]([F:18])([F:17])[CH2:13][CH2:12]2)[C:8]2[CH:19]=[CH:20][C:21]([S:23](Cl)(=[O:25])=[O:24])=[CH:22][C:7]=2[N:6]=1)([CH3:4])([CH3:3])[CH3:2].C(N(CC)C(C)C)(C)C.[C:36]([NH:39][C@@H:40]1[CH2:44][CH2:43][NH:42][CH2:41]1)(=[O:38])[CH3:37]. The catalyst is C(Cl)Cl. The product is [C:1]([C:5]1[N:9]([CH2:10][CH:11]2[CH2:16][CH2:15][C:14]([F:18])([F:17])[CH2:13][CH2:12]2)[C:8]2[CH:19]=[CH:20][C:21]([S:23]([N:42]3[CH2:43][CH2:44][C@@H:40]([NH:39][C:36](=[O:38])[CH3:37])[CH2:41]3)(=[O:25])=[O:24])=[CH:22][C:7]=2[N:6]=1)([CH3:4])([CH3:3])[CH3:2]. The yield is 0.0400. (4) The yield is 0.290. The reactants are [F:1][C:2]1([F:15])[CH2:7][CH2:6][C:5](=[O:8])[C:4]([C:9]2[N:13]([CH3:14])[N:12]=[CH:11][CH:10]=2)=[CH:3]1.[BH4-].[Na+].CO. The catalyst is [C+4].[OH-].[Pd+2].[OH-].[OH-].[OH-].[OH-].[OH-].C(O)C. The product is [F:15][C:2]1([F:1])[CH2:7][CH2:6][C@H:5]([OH:8])[C@@H:4]([C:9]2[N:13]([CH3:14])[N:12]=[CH:11][CH:10]=2)[CH2:3]1. (5) The reactants are [OH:1][C:2]1[CH:3]=[C:4]([CH2:8][C:9]([OH:11])=[O:10])[CH:5]=[CH:6][CH:7]=1.[C:12](OC(=O)C)(=[O:14])[CH3:13]. The catalyst is N1C=CC=CC=1. The product is [C:12]([O:1][C:2]1[CH:3]=[C:4]([CH2:8][C:9]([OH:11])=[O:10])[CH:5]=[CH:6][CH:7]=1)(=[O:14])[CH3:13]. The yield is 0.900. (6) The reactants are [OH:1][C:2]1[C:11]([CH3:12])=[CH:10][CH:9]=[CH:8][C:3]=1[C:4]([O:6][CH3:7])=[O:5].[N+:13]([O-])([O-:15])=[O:14].[Na+]. The catalyst is FC(F)(F)C(O)=O. The product is [OH:1][C:2]1[C:11]([CH3:12])=[CH:10][C:9]([N+:13]([O-:15])=[O:14])=[CH:8][C:3]=1[C:4]([O:6][CH3:7])=[O:5]. The yield is 0.640. (7) The product is [OH:4][C@H:5]1[CH2:10][CH2:9][C@@:8]([C@H:12]2[CH2:20][CH2:19][C@@:18]3([CH3:21])[C@@H:14]([CH2:15][CH2:16][C:17]3=[CH2:22])[C@@H:13]2[C:23]([OH:25])=[O:24])([CH3:11])[C@H:7]([CH2:26][OH:27])[CH2:6]1. The catalyst is CO. The yield is 0.130. The reactants are C([O:4][C@H:5]1[CH2:10][CH2:9][C@@:8]([C@H:12]2[CH2:20][CH2:19][C@@:18]3([CH3:21])[C@@H:14]([CH2:15][CH2:16][C:17]3=[CH2:22])[C@@H:13]2[C:23]([OH:25])=[O:24])([CH3:11])[C@H:7]([CH2:26][O:27]C(=O)C)[CH2:6]1)(=O)C.[OH-].[Na+]. (8) The reactants are Cl[C:2]1[C:11]2[N:12]=[CH:13][N:14]([CH3:15])[C:10]=2[C:9]2[CH:8]=[C:7]([Cl:16])[CH:6]=[CH:5][C:4]=2[N:3]=1.[NH:17]1[CH2:22][CH2:21][NH:20][CH2:19][CH2:18]1. The catalyst is CCO. The product is [Cl:16][C:7]1[CH:6]=[CH:5][C:4]2[N:3]=[C:2]([N:17]3[CH2:22][CH2:21][NH:20][CH2:19][CH2:18]3)[C:11]3[N:12]=[CH:13][N:14]([CH3:15])[C:10]=3[C:9]=2[CH:8]=1. The yield is 0.570. (9) The reactants are [CH2:1]([N:3]([CH:26]1[CH2:31][CH2:30][O:29][CH2:28][CH2:27]1)[C:4]1[CH:5]=[C:6]([CH:15]2[CH2:18][N:17]([C:19]([O:21][C:22]([CH3:25])([CH3:24])[CH3:23])=[O:20])[CH2:16]2)[CH:7]=[C:8]([C:11]([O:13]C)=[O:12])[C:9]=1[CH3:10])[CH3:2].[OH-].[Na+]. The catalyst is C1COCC1.CO. The product is [C:22]([O:21][C:19]([N:17]1[CH2:18][CH:15]([C:6]2[CH:5]=[C:4]([N:3]([CH2:1][CH3:2])[CH:26]3[CH2:27][CH2:28][O:29][CH2:30][CH2:31]3)[C:9]([CH3:10])=[C:8]([CH:7]=2)[C:11]([OH:13])=[O:12])[CH2:16]1)=[O:20])([CH3:24])([CH3:25])[CH3:23]. The yield is 0.720.